From a dataset of TCR-epitope binding with 47,182 pairs between 192 epitopes and 23,139 TCRs. Binary Classification. Given a T-cell receptor sequence (or CDR3 region) and an epitope sequence, predict whether binding occurs between them. (1) The epitope is AYILFTRFFYV. The TCR CDR3 sequence is CASSETENTGELFF. Result: 0 (the TCR does not bind to the epitope). (2) The epitope is YEGNSPFHPL. The TCR CDR3 sequence is CASTGGYYQPQHF. Result: 0 (the TCR does not bind to the epitope). (3) The epitope is LPPIVAKEI. Result: 0 (the TCR does not bind to the epitope). The TCR CDR3 sequence is CASSLGTLGNTIYF. (4) The epitope is ARMILMTHF. The TCR CDR3 sequence is CASSFQGVFTEAFF. Result: 0 (the TCR does not bind to the epitope). (5) The epitope is WICLLQFAY. The TCR CDR3 sequence is CASSERLAGSYEQYF. Result: 1 (the TCR binds to the epitope). (6) The epitope is VLQAVGACV. The TCR CDR3 sequence is CASSFLGTGGLVDYEQYF. Result: 0 (the TCR does not bind to the epitope). (7) The epitope is LPRRSGAAGA. The TCR CDR3 sequence is CASPVPPQHF. Result: 0 (the TCR does not bind to the epitope).